From a dataset of Catalyst prediction with 721,799 reactions and 888 catalyst types from USPTO. Predict which catalyst facilitates the given reaction. (1) Reactant: [CH2:1]([O:3][C:4]1[CH:5]=[CH:6][C:7]([OH:14])=[C:8]([CH:13]=1)[C:9]([O:11][CH3:12])=[O:10])[CH3:2].[Br:15]Br. Product: [Br:15][C:6]1[C:7]([OH:14])=[C:8]([CH:13]=[C:4]([O:3][CH2:1][CH3:2])[CH:5]=1)[C:9]([O:11][CH3:12])=[O:10]. The catalyst class is: 5. (2) Reactant: Br[C:2]1[CH:3]=[CH:4][C:5]2[O:10][CH2:9][N:8]([CH2:11][C:12]3[CH:17]=[CH:16][C:15]([Cl:18])=[CH:14][CH:13]=3)[C:7](=[O:19])[C:6]=2[N:20]=1.[F:21][C:22]1[CH:27]=[CH:26][C:25]([C:28]2[O:29][C:30]3[CH:40]=[C:39]([N:41]([CH3:46])[S:42]([CH3:45])(=[O:44])=[O:43])[C:38](B4OC(C)(C)C(C)(C)O4)=[CH:37][C:31]=3[C:32]=2[C:33]([NH:35][CH3:36])=[O:34])=[CH:24][CH:23]=1.C(Cl)Cl.CO. Product: [Cl:18][C:15]1[CH:16]=[CH:17][C:12]([CH2:11][N:8]2[C:7](=[O:19])[C:6]3[N:20]=[C:2]([C:38]4[C:39]([N:41]([CH3:46])[S:42]([CH3:45])(=[O:44])=[O:43])=[CH:40][C:30]5[O:29][C:28]([C:25]6[CH:26]=[CH:27][C:22]([F:21])=[CH:23][CH:24]=6)=[C:32]([C:33]([NH:35][CH3:36])=[O:34])[C:31]=5[CH:37]=4)[CH:3]=[CH:4][C:5]=3[O:10][CH2:9]2)=[CH:13][CH:14]=1. The catalyst class is: 117. (3) Reactant: [CH2:1]([O:8][C:9]1[CH:14]=[CH:13][C:12]([CH2:15][C:16](Cl)=[N:17][OH:18])=[CH:11][CH:10]=1)[C:2]1[CH:7]=[CH:6][CH:5]=[CH:4][CH:3]=1.O1CCCC1.[C:25]([C:27]1[C:28]([NH2:36])=[N:29][C:30]([CH2:33][O:34][CH3:35])=[CH:31][CH:32]=1)#[CH:26].C(N(CC)CC)C. Product: [CH2:1]([O:8][C:9]1[CH:14]=[CH:13][C:12]([CH2:15][C:16]2[CH:26]=[C:25]([C:27]3[C:28]([NH2:36])=[N:29][C:30]([CH2:33][O:34][CH3:35])=[CH:31][CH:32]=3)[O:18][N:17]=2)=[CH:11][CH:10]=1)[C:2]1[CH:7]=[CH:6][CH:5]=[CH:4][CH:3]=1. The catalyst class is: 6. (4) Reactant: [CH3:1][S:2]([C:5]1[CH:6]=[N:7][CH:8]=[C:9]([CH:14]=1)[C:10](OC)=[O:11])(=[O:4])=[O:3].[NH2:15][NH2:16]. Product: [CH3:1][S:2]([C:5]1[CH:6]=[N:7][CH:8]=[C:9]([CH:14]=1)[C:10]([NH:15][NH2:16])=[O:11])(=[O:4])=[O:3]. The catalyst class is: 5. (5) Reactant: Cl.Cl.[F:3][C:4]1[CH:12]=[CH:11][C:7]([CH2:8][NH:9][NH2:10])=[CH:6][CH:5]=1.[CH3:13][C:14]([CH3:21])([CH3:20])[C:15](=O)[CH2:16][C:17]#[N:18]. Product: [C:14]([C:15]1[CH:16]=[C:17]([NH2:18])[N:9]([CH2:8][C:7]2[CH:11]=[CH:12][C:4]([F:3])=[CH:5][CH:6]=2)[N:10]=1)([CH3:21])([CH3:20])[CH3:13]. The catalyst class is: 8.